Task: Predict the product of the given reaction.. Dataset: Forward reaction prediction with 1.9M reactions from USPTO patents (1976-2016) (1) Given the reactants [Cl:1][C:2]1[C:7]([N+:8]([O-:10])=[O:9])=[CH:6][C:5]([OH:11])=[C:4]([O:12][CH3:13])[CH:3]=1.[F:14][C:15]1[CH:22]=[CH:21][CH:20]=[C:19]([O:23][CH3:24])[C:16]=1[CH2:17]Br.C(=O)([O-])[O-].[K+].[K+].O, predict the reaction product. The product is: [Cl:1][C:2]1[C:7]([N+:8]([O-:10])=[O:9])=[CH:6][C:5]([O:11][CH2:17][C:16]2[C:19]([O:23][CH3:24])=[CH:20][CH:21]=[CH:22][C:15]=2[F:14])=[C:4]([O:12][CH3:13])[CH:3]=1. (2) Given the reactants [NH:1]1[CH:5]=[CH:4][CH:3]=[N:2]1.Cl[C:7]1[C:12]([Cl:13])=[CH:11][CH:10]=[CH:9][N:8]=1.C(=O)([O-])[O-].[Cs+].[Cs+].CN(C)C=O, predict the reaction product. The product is: [Cl:13][C:12]1[C:7]([N:1]2[CH:5]=[CH:4][CH:3]=[N:2]2)=[N:8][CH:9]=[CH:10][CH:11]=1. (3) Given the reactants Br[C:2]1[CH:3]=[C:4]2[C:8](=[CH:9][CH:10]=1)[C:7](=[O:11])[CH2:6][CH2:5]2.[NH:12]1[CH:16]=[CH:15][N:14]=[N:13]1.C(=O)([O-])[O-].[K+].[K+], predict the reaction product. The product is: [N:12]1[N:13]([C:2]2[CH:3]=[C:4]3[C:8](=[CH:9][CH:10]=2)[C:7](=[O:11])[CH2:6][CH2:5]3)[N:14]=[CH:15][CH:16]=1. (4) The product is: [CH2:9]([NH:11][C:12]([C:14]1[C:18]([Br:1])=[C:17]([C:19]2[CH:24]=[C:23]([CH2:25][CH2:26][C:27]3[CH:32]=[CH:31][CH:30]=[CH:29][CH:28]=3)[C:22]([O:33][CH2:34][C:35]3[CH:36]=[CH:37][CH:38]=[CH:39][CH:40]=3)=[CH:21][C:20]=2[O:41][CH2:42][C:43]2[CH:48]=[CH:47][CH:46]=[CH:45][CH:44]=2)[O:16][N:15]=1)=[O:13])[CH3:10]. Given the reactants [Br:1]N1C(=O)CCC1=O.[CH2:9]([NH:11][C:12]([C:14]1[CH:18]=[C:17]([C:19]2[CH:24]=[C:23]([CH2:25][CH2:26][C:27]3[CH:32]=[CH:31][CH:30]=[CH:29][CH:28]=3)[C:22]([O:33][CH2:34][C:35]3[CH:40]=[CH:39][CH:38]=[CH:37][CH:36]=3)=[CH:21][C:20]=2[O:41][CH2:42][C:43]2[CH:48]=[CH:47][CH:46]=[CH:45][CH:44]=2)[O:16][N:15]=1)=[O:13])[CH3:10], predict the reaction product.